This data is from Choline transporter screen with 302,306 compounds. The task is: Binary Classification. Given a drug SMILES string, predict its activity (active/inactive) in a high-throughput screening assay against a specified biological target. The molecule is s1c(NC(=O)CCC(=O)N2CCC(CC2)Cc2ccccc2)nnc1C(C)C. The result is 0 (inactive).